Dataset: Full USPTO retrosynthesis dataset with 1.9M reactions from patents (1976-2016). Task: Predict the reactants needed to synthesize the given product. Given the product [Br:1][C:2]1[CH:11]=[CH:10][C:9]2[N:8]=[CH:7][C:6]3[N:12]=[CH:13][N:14]([C:15]4[CH:20]=[CH:19][C:18]([N:21]5[CH2:26][CH2:25][N:24]([CH2:32][CH3:33])[C:23](=[O:27])[CH2:22]5)=[C:17]([F:28])[CH:16]=4)[C:5]=3[C:4]=2[CH:3]=1, predict the reactants needed to synthesize it. The reactants are: [Br:1][C:2]1[CH:11]=[CH:10][C:9]2[N:8]=[CH:7][C:6]3[N:12]=[CH:13][N:14]([C:15]4[CH:20]=[CH:19][C:18]([N:21]5[CH2:26][CH2:25][NH:24][C:23](=[O:27])[CH2:22]5)=[C:17]([F:28])[CH:16]=4)[C:5]=3[C:4]=2[CH:3]=1.[H-].[Na+].I[CH2:32][CH3:33].